Dataset: Reaction yield outcomes from USPTO patents with 853,638 reactions. Task: Predict the reaction yield, written as a fraction of the theoretical maximum amount of product (1.0 means a 100% yield; for example, 0.34 means a 34% yield). (1) The reactants are [F-:1].[Cs+].O[C:4]1[CH:5]=[C:6]2[C:12]([C:13]([O:15][CH3:16])=[O:14])=[N:11][N:10]([CH2:17][O:18][CH2:19][CH2:20][Si:21]([CH3:24])([CH3:23])[CH3:22])[C:7]2=[N:8][CH:9]=1. The catalyst is C1(C)C=CC=CC=1. The product is [F:1][C:4]1[CH:5]=[C:6]2[C:12]([C:13]([O:15][CH3:16])=[O:14])=[N:11][N:10]([CH2:17][O:18][CH2:19][CH2:20][Si:21]([CH3:24])([CH3:23])[CH3:22])[C:7]2=[N:8][CH:9]=1. The yield is 0.430. (2) The reactants are [CH2:1]1[CH2:6][C@H:5]([C:7]([OH:9])=[O:8])[CH2:4][CH2:3][C@H:2]1[CH2:10][NH2:11].[CH3:12][C:13]1[CH:34]=[CH:33][CH:32]=[CH:31][C:14]=1[C:15]([O:17][CH:18]([O:20][C:21](ON1C(=O)CCC1=O)=[O:22])[CH3:19])=[O:16]. The catalyst is CC(OC)(C)C.CC(C)=O.O. The product is [CH3:12][C:13]1[CH:34]=[CH:33][CH:32]=[CH:31][C:14]=1[C:15]([O:17][CH:18]([O:20][C:21]([NH:11][CH2:10][C@H:2]1[CH2:3][CH2:4][C@H:5]([C:7]([OH:9])=[O:8])[CH2:6][CH2:1]1)=[O:22])[CH3:19])=[O:16]. The yield is 0.360. (3) The reactants are [Cl:1][C:2]([Cl:7])([Cl:6])[CH:3](O)[OH:4].[NH:8]1[CH2:15][CH2:14][CH2:13][C@H:9]1[C:10](O)=[O:11]. The catalyst is C(Cl)(Cl)Cl. The product is [Cl:1][C:2]([Cl:7])([Cl:6])[C@@H:3]1[N:8]2[CH2:15][CH2:14][CH2:13][C@H:9]2[C:10](=[O:11])[O:4]1. The yield is 0.720. (4) The reactants are Br[C:2]1[CH:7]=[CH:6][CH:5]=[CH:4][C:3]=1[O:8][Si](C(C)(C)C)(C)C.C([Li])(C)(C)C.[CH3:21][O:22]N(C)C([C@@H]1CCCN(C(OC(C)(C)C)=O)C1)=O.[Cl-].[NH4+].[O:42]([C:50]1[CH:55]=[CH:54][CH:53]=[CH:52][C:51]=1[C:56]([C@@H:58]1[CH2:63][CH2:62][CH2:61][N:60]([C:64]([O:66][C:67]([CH3:70])([CH3:69])[CH3:68])=[O:65])[CH2:59]1)=[O:57])[Si:43]([C:46]([CH3:49])([CH3:48])[CH3:47])([CH3:45])[CH3:44].OC1C=[CH:76][CH:75]=[CH:74][C:73]=1[C:78]([C@@H:80]1[CH2:85][CH2:84][CH2:83][N:82]([C:86]([O:88][C:89]([CH3:92])([CH3:91])[CH3:90])=[O:87])[CH2:81]1)=[O:79].[CH3:93][O:94][CH2:95][CH2:96][CH2:97][CH2:98][Mg]Cl. The catalyst is CCOCC.O1CCCC1. The product is [OH:57][C@:56]([C:51]1[CH:52]=[CH:53][CH:54]=[CH:55][C:50]=1[O:42][Si:43]([C:46]([CH3:49])([CH3:48])[CH3:47])([CH3:45])[CH3:44])([C@@H:58]1[CH2:63][CH2:62][CH2:61][N:60]([C:64]([O:66][C:67]([CH3:70])([CH3:69])[CH3:68])=[O:65])[CH2:59]1)[CH2:98][CH2:97][CH2:96][CH2:95][O:94][CH3:93].[OH:79][C@:78]([C:2]1[CH:7]=[CH:6][CH:5]=[CH:4][C:3]=1[OH:8])([C@@H:80]1[CH2:85][CH2:84][CH2:83][N:82]([C:86]([O:88][C:89]([CH3:90])([CH3:91])[CH3:92])=[O:87])[CH2:81]1)[CH2:73][CH2:74][CH2:75][CH2:76][O:22][CH3:21]. The yield is 0.470. (5) The yield is 0.900. No catalyst specified. The product is [Cl:1][C:15]1[C:13](=[O:14])[NH:3][NH:4][C:17](=[O:30])[C:16]=1[Cl:21]. The reactants are [ClH:1].Cl.[NH2:3][NH2:4].[Cl:21][C:16]1[CH:17]=CC=C[C:15]=1[C:13](Cl)([OH:14])C(OC(=O)[C:13](Cl)([C:15]1C=CC=[CH:17][C:16]=1[Cl:21])[OH:14])=O.[OH2:30]. (6) The reactants are [C:1]([CH2:4][C:5]1[CH:13]=[CH:12][CH:11]=[C:10]([F:14])[C:6]=1[C:7]([OH:9])=[O:8])(O)=[O:2]. The catalyst is C(Cl)(=O)C. The product is [F:14][C:10]1[CH:11]=[CH:12][CH:13]=[C:5]2[C:6]=1[C:7](=[O:9])[O:8][C:1](=[O:2])[CH2:4]2. The yield is 1.00.